This data is from Reaction yield outcomes from USPTO patents with 853,638 reactions. The task is: Predict the reaction yield, written as a fraction of the theoretical maximum amount of product (1.0 means a 100% yield; for example, 0.34 means a 34% yield). (1) The reactants are F[C:2]1[CH:9]=[CH:8][CH:7]=[CH:6][C:3]=1[CH:4]=[O:5].[Cl:10][C:11]1[CH:16]=[CH:15][C:14]([OH:17])=[CH:13][CH:12]=1.C([O-])([O-])=O.[K+].[K+].O. The catalyst is CN(C=O)C. The product is [Cl:10][C:11]1[CH:16]=[CH:15][C:14]([O:17][C:2]2[CH:9]=[CH:8][CH:7]=[CH:6][C:3]=2[CH:4]=[O:5])=[CH:13][CH:12]=1. The yield is 0.690. (2) The reactants are [CH2:1]([O:3][C:4](=[O:18])[C:5]1[CH:10]=[CH:9][C:8]([CH3:11])=[C:7]([N:12]2[CH:16]=[C:15](Br)[CH:14]=[N:13]2)[CH:6]=1)[CH3:2].[CH3:19][N:20]1[C:24]([Sn](CCCC)(CCCC)CCCC)=[CH:23][N:22]=[CH:21]1.[F-].[K+]. The catalyst is O1CCOCC1.CCOC(C)=O.C1C=CC([P]([Pd]([P](C2C=CC=CC=2)(C2C=CC=CC=2)C2C=CC=CC=2)([P](C2C=CC=CC=2)(C2C=CC=CC=2)C2C=CC=CC=2)[P](C2C=CC=CC=2)(C2C=CC=CC=2)C2C=CC=CC=2)(C2C=CC=CC=2)C2C=CC=CC=2)=CC=1. The product is [CH2:1]([O:3][C:4](=[O:18])[C:5]1[CH:10]=[CH:9][C:8]([CH3:11])=[C:7]([N:12]2[CH:16]=[C:15]([C:24]3[N:20]([CH3:19])[CH:21]=[N:22][CH:23]=3)[CH:14]=[N:13]2)[CH:6]=1)[CH3:2]. The yield is 0.220. (3) The reactants are Cl[CH:2]([C:5]1[N:6]([C:15]2[CH:20]=[CH:19][CH:18]=[CH:17][CH:16]=2)[C:7](=[O:14])[C:8]2[S:13][CH:12]=[CH:11][C:9]=2[N:10]=1)[CH2:3][CH3:4].[NH3:21]. The catalyst is CO. The product is [NH2:21][CH:2]([C:5]1[N:6]([C:15]2[CH:20]=[CH:19][CH:18]=[CH:17][CH:16]=2)[C:7](=[O:14])[C:8]2[S:13][CH:12]=[CH:11][C:9]=2[N:10]=1)[CH2:3][CH3:4]. The yield is 0.540.